This data is from Full USPTO retrosynthesis dataset with 1.9M reactions from patents (1976-2016). The task is: Predict the reactants needed to synthesize the given product. (1) The reactants are: [NH2:1][C:2]1[CH:3]=[C:4]([CH2:10][CH2:11][CH2:12][CH2:13][C:14]([O:16]C)=[O:15])[CH:5]=[CH:6][C:7]=1[CH:8]=[O:9].[Li+:18].[OH-]. Given the product [NH2:1][C:2]1[CH:3]=[C:4]([CH2:10][CH2:11][CH2:12][CH2:13][C:14]([O-:16])=[O:15])[CH:5]=[CH:6][C:7]=1[CH:8]=[O:9].[Li+:18], predict the reactants needed to synthesize it. (2) Given the product [F:1][C:2]([F:14])([F:15])[C:3]1[CH:4]=[CH:5][C:6]([CH2:7][CH2:8][CH2:9][OH:10])=[CH:12][CH:13]=1, predict the reactants needed to synthesize it. The reactants are: [F:1][C:2]([F:15])([F:14])[C:3]1[CH:13]=[CH:12][C:6]([CH2:7][CH2:8][C:9](O)=[O:10])=[CH:5][CH:4]=1.CO.O.